Dataset: Forward reaction prediction with 1.9M reactions from USPTO patents (1976-2016). Task: Predict the product of the given reaction. (1) The product is: [CH2:21]([O:23][C:24]1[CH:25]=[C:26]([CH:29]=[CH:30][C:31]=1[N+:32]([O-:34])=[O:33])[CH2:27][N:15]1[CH2:20][CH2:19][O:18][CH2:17][CH2:16]1)[CH3:22]. Given the reactants C(O[BH-](OC(=O)C)OC(=O)C)(=O)C.[Na+].[NH:15]1[CH2:20][CH2:19][O:18][CH2:17][CH2:16]1.[CH2:21]([O:23][C:24]1[CH:25]=[C:26]([CH:29]=[CH:30][C:31]=1[N+:32]([O-:34])=[O:33])[CH:27]=O)[CH3:22].C(O)(=O)C, predict the reaction product. (2) Given the reactants [CH2:1]([NH:8][C:9]([NH:11][N:12]([CH2:14][C:15]([OH:17])=O)[CH3:13])=[O:10])[C:2]1[CH:7]=[CH:6][CH:5]=[CH:4][CH:3]=1.[NH2:18][C@@H:19]([CH2:43][C:44]1[CH:49]=[CH:48][C:47]([O:50]C(C)(C)C)=[CH:46][CH:45]=1)[C:20]([N:22]([C@@H:34]([CH3:42])[CH:35]([O:39][CH2:40][CH3:41])[O:36][CH2:37][CH3:38])[CH2:23][C:24]1[CH:33]=[CH:32][CH:31]=[C:30]2[C:25]=1[N:26]=[CH:27][CH:28]=[N:29]2)=[O:21], predict the reaction product. The product is: [CH2:1]([NH:8][C:9]([NH:11][N:12]([CH2:14][C:15]([NH:18][C@@H:19]([CH2:43][C:44]1[CH:45]=[CH:46][C:47]([OH:50])=[CH:48][CH:49]=1)[C:20]([N:22]([C@@H:34]([CH3:42])[CH:35]([O:39][CH2:40][CH3:41])[O:36][CH2:37][CH3:38])[CH2:23][C:24]1[CH:33]=[CH:32][CH:31]=[C:30]2[C:25]=1[N:26]=[CH:27][CH:28]=[N:29]2)=[O:21])=[O:17])[CH3:13])=[O:10])[C:2]1[CH:3]=[CH:4][CH:5]=[CH:6][CH:7]=1. (3) Given the reactants [I:1][C:2]1[C:10]2[C:5](=[CH:6][CH:7]=[C:8]([O:11][C:12]([F:15])([F:14])[F:13])[CH:9]=2)[NH:4][N:3]=1.[CH3:16]C([O-])(C)C.[K+].CI, predict the reaction product. The product is: [I:1][C:2]1[C:10]2[C:5](=[CH:6][CH:7]=[C:8]([O:11][C:12]([F:14])([F:13])[F:15])[CH:9]=2)[N:4]([CH3:16])[N:3]=1. (4) Given the reactants [C:1]([NH:9][NH2:10])(=O)[C:2]1[CH:7]=[CH:6][N:5]=[CH:4][CH:3]=1.[N:11]([CH2:14][C:15](OCC)=O)=[C:12]=[S:13].C(N(CC)CC)C.Cl.Cl[CH2:29][CH2:30][N:31]1[CH2:36][CH2:35][O:34][CH2:33][CH2:32]1, predict the reaction product. The product is: [CH2:14]([N:11]1[C:1]([C:2]2[CH:7]=[CH:6][N:5]=[CH:4][CH:3]=2)=[N:9][N:10]=[C:12]1[S:13][CH2:29][CH2:30][N:31]1[CH2:36][CH2:35][O:34][CH2:33][CH2:32]1)[CH3:15]. (5) Given the reactants [CH2:1]([N:8]1[C:17](=O)[C:16]2[N:15]=[CH:14][CH:13]=[CH:12][C:11]=2[C:10]([CH3:19])=[CH:9]1)[C:2]1[CH:7]=[CH:6][CH:5]=[CH:4][CH:3]=1.[Cl-].[Ce+3].[Cl-].[Cl-].[F:24][C:25]([F:35])([F:34])[C:26]1[CH:31]=[CH:30][C:29]([Mg][Br:33])=[CH:28][CH:27]=1.[Mg].FC(F)(F)C1C=CC(Br)=CC=1, predict the reaction product. The product is: [Br-:33].[CH2:1]([N:8]1[C:17]([C:29]2[CH:30]=[CH:31][C:26]([C:25]([F:35])([F:34])[F:24])=[CH:27][CH:28]=2)=[C:16]2[C:11]([CH:12]=[CH:13][CH:14]=[NH+:15]2)=[C:10]([CH3:19])[CH2:9]1)[C:2]1[CH:7]=[CH:6][CH:5]=[CH:4][CH:3]=1. (6) Given the reactants [N:1]1([CH2:7][CH2:8][N:9]2[C:13]3[CH:14]=[CH:15][C:16](B4OC(C)(C)C(C)(C)O4)=[CH:17][C:12]=3[NH:11][C:10]2=[O:27])[CH2:6][CH2:5][O:4][CH2:3][CH2:2]1.Br[CH:29]=[C:30]1[C:36]2[CH:37]=[CH:38][CH:39]=[CH:40][C:35]=2[CH2:34][O:33][C:32]2[CH:41]=[C:42]([F:45])[CH2:43][CH2:44][C:31]1=2.C([O-])([O-])=O.[Na+].[Na+], predict the reaction product. The product is: [F:45][C:42]1[CH:43]=[CH:44][C:31]2[C:30](=[CH:29][C:16]3[CH:15]=[CH:14][C:13]4[N:9]([CH2:8][CH2:7][N:1]5[CH2:2][CH2:3][O:4][CH2:5][CH2:6]5)[C:10](=[O:27])[NH:11][C:12]=4[CH:17]=3)[C:36]3[CH:37]=[CH:38][CH:39]=[CH:40][C:35]=3[CH2:34][O:33][C:32]=2[CH:41]=1.